From a dataset of Peptide-MHC class I binding affinity with 185,985 pairs from IEDB/IMGT. Regression. Given a peptide amino acid sequence and an MHC pseudo amino acid sequence, predict their binding affinity value. This is MHC class I binding data. (1) The peptide sequence is IMRMCHEGINP. The MHC is H-2-Kb with pseudo-sequence H-2-Kb. The binding affinity (normalized) is 0.185. (2) The peptide sequence is LITNTIAGV. The MHC is HLA-B27:03 with pseudo-sequence HLA-B27:03. The binding affinity (normalized) is 0.0847. (3) The peptide sequence is GTANQRRQR. The MHC is Mamu-B8301 with pseudo-sequence Mamu-B8301. The binding affinity (normalized) is 0.327. (4) The peptide sequence is NLADQLIHL. The MHC is HLA-A02:03 with pseudo-sequence HLA-A02:03. The binding affinity (normalized) is 0.936. (5) The MHC is HLA-B46:01 with pseudo-sequence HLA-B46:01. The binding affinity (normalized) is 0.0847. The peptide sequence is ATFEVFLAK.